Dataset: Forward reaction prediction with 1.9M reactions from USPTO patents (1976-2016). Task: Predict the product of the given reaction. (1) Given the reactants Cl[C:2]1[N:7]=[C:6]([O:8][C:9]2[CH:14]=[CH:13][C:12]([N+:15]([O-:17])=[O:16])=[C:11]([CH3:18])[CH:10]=2)[CH:5]=[CH:4][N:3]=1.[CH3:19][N:20]1[CH2:25][CH2:24][N:23]([C:26]2[CH:31]=[CH:30][C:29]([NH2:32])=[CH:28][CH:27]=2)[CH2:22][CH2:21]1.Cl.CC(O)C, predict the reaction product. The product is: [CH3:18][C:11]1[CH:10]=[C:9]([CH:14]=[CH:13][C:12]=1[N+:15]([O-:17])=[O:16])[O:8][C:6]1[CH:5]=[CH:4][N:3]=[C:2]([NH:32][C:29]2[CH:28]=[CH:27][C:26]([N:23]3[CH2:22][CH2:21][N:20]([CH3:19])[CH2:25][CH2:24]3)=[CH:31][CH:30]=2)[N:7]=1. (2) Given the reactants [Cl:1][C:2]1[CH:7]=[C:6]2[NH:8][C:9](=[O:30])[C:10]3([CH:15]([C:16]4[CH:21]=[CH:20][CH:19]=[C:18]([Cl:22])[CH:17]=4)[CH2:14][C:13](=O)[NH:12][CH:11]3[C:24]3[CH:25]=[N:26][CH:27]=[CH:28][CH:29]=3)[C:5]2=[CH:4][CH:3]=1.[BH4-].[Na+], predict the reaction product. The product is: [Cl:1][C:2]1[CH:7]=[C:6]2[NH:8][C:9](=[O:30])[C:10]3([CH:15]([C:16]4[CH:21]=[CH:20][CH:19]=[C:18]([Cl:22])[CH:17]=4)[CH2:14][CH2:13][NH:12][CH:11]3[C:24]3[CH:25]=[N:26][CH:27]=[CH:28][CH:29]=3)[C:5]2=[CH:4][CH:3]=1. (3) The product is: [C:10]([C:7]1[CH:8]=[CH:9][C:4]([O:3][CH2:1][CH3:2])=[C:5]([N:13]=[C:35]2[N:34]([CH2:27][C:28]3[CH:29]=[CH:30][CH:31]=[CH:32][CH:33]=3)[C:38](=[O:39])[C:37](=[C:40]3[N:44]([CH3:45])[C:43]4[CH:46]=[CH:47][CH:48]=[CH:49][C:42]=4[S:41]3)[S:36]2)[CH:6]=1)(=[O:12])[CH3:11]. Given the reactants [CH2:1]([O:3][C:4]1[CH:9]=[CH:8][C:7]([C:10](=[O:12])[CH3:11])=[CH:6][C:5]=1[N+:13]([O-])=O)[CH3:2].C1(C)C=CC(S([O-])(=O)=O)=CC=1.[CH2:27]([N:34]1[C:38](=[O:39])[C:37](=[C:40]2[N:44]([CH3:45])[C:43]3[CH:46]=[CH:47][CH:48]=[CH:49][C:42]=3[S:41]2)[S:36][CH2+:35]1SC)[C:28]1[CH:33]=[CH:32][CH:31]=[CH:30][CH:29]=1, predict the reaction product. (4) Given the reactants Cl.Cl.[Cl:3][C:4]1[C:5]([F:31])=[C:6]([NH:11][C:12]2[C:21]3[C:16](=[CH:17][C:18]([O:29][CH3:30])=[C:19]([O:22][CH:23]4[CH2:28][CH2:27][NH:26][CH2:25][CH2:24]4)[CH:20]=3)[N:15]=[CH:14][N:13]=2)[CH:7]=[CH:8][C:9]=1[Cl:10].C(=O)([O-])O.[Na+].O.[Cl-].[O:39]1C[CH2:42][CH2:41][CH2:40]1, predict the reaction product. The product is: [Cl:3][C:4]1[C:5]([F:31])=[C:6]([NH:11][C:12]2[C:21]3[C:16](=[CH:17][C:18]([O:29][CH3:30])=[C:19]([O:22][CH:23]4[CH2:24][CH2:25][N:26]([C:40](=[O:39])[CH:41]=[CH2:42])[CH2:27][CH2:28]4)[CH:20]=3)[N:15]=[CH:14][N:13]=2)[CH:7]=[CH:8][C:9]=1[Cl:10]. (5) Given the reactants [NH:1]1[CH2:4][CH:3]([CH2:5][NH:6][C:7]2[C:8]3[O:16][CH:15]=[CH:14][C:9]=3[N:10]=[C:11]([Cl:13])[N:12]=2)[CH2:2]1.C(N(CC)CC)C.[C:24](Cl)(=[O:27])[CH:25]=[CH2:26], predict the reaction product. The product is: [Cl:13][C:11]1[N:12]=[C:7]([NH:6][CH2:5][CH:3]2[CH2:4][N:1]([C:24](=[O:27])[CH:25]=[CH2:26])[CH2:2]2)[C:8]2[O:16][CH:15]=[CH:14][C:9]=2[N:10]=1.